Dataset: TCR-epitope binding with 47,182 pairs between 192 epitopes and 23,139 TCRs. Task: Binary Classification. Given a T-cell receptor sequence (or CDR3 region) and an epitope sequence, predict whether binding occurs between them. (1) The epitope is GILGFVFTL. The TCR CDR3 sequence is CASSLLQAQRETTDTQYF. Result: 1 (the TCR binds to the epitope). (2) The epitope is KLMNIQQKL. The TCR CDR3 sequence is CASSPVTGGDNSPLHF. Result: 1 (the TCR binds to the epitope). (3) The epitope is RLFRKSNLK. The TCR CDR3 sequence is CASRTQRWETQYF. Result: 0 (the TCR does not bind to the epitope). (4) The epitope is FVDGVPFVV. The TCR CDR3 sequence is CASSIALSDNYGYTF. Result: 0 (the TCR does not bind to the epitope).